Dataset: Full USPTO retrosynthesis dataset with 1.9M reactions from patents (1976-2016). Task: Predict the reactants needed to synthesize the given product. (1) Given the product [CH3:1][C:2]1[CH:7]=[CH:6][CH:5]=[C:4]2[C:3]=1[CH2:8][CH2:9][N:10]=[C:11]2[CH2:12][CH2:13][CH3:14], predict the reactants needed to synthesize it. The reactants are: [CH3:1][C:2]1[CH:7]=[CH:6][CH:5]=[CH:4][C:3]=1[CH2:8][CH2:9][NH:10][C:11](=O)[CH2:12][CH2:13][CH3:14].O=P12OP3(OP(OP(O3)(O1)=O)(=O)O2)=O. (2) Given the product [C:58]([C:57]1[CH:60]=[CH:61][C:62]([CH3:63])=[C:55]([CH:56]=1)[O:54][CH:52]1[CH2:51][N:50]([C:46](=[O:48])[CH2:45][NH:44][C:42]([C:39]2[CH:38]=[C:37]([C:31]3[CH:32]=[CH:33][CH:34]=[CH:35][CH:36]=3)[NH:41][N:40]=2)=[O:43])[CH2:53]1)#[N:59], predict the reactants needed to synthesize it. The reactants are: CCN(C(C)C)C(C)C.C1C=CC2N(O)N=NC=2C=1.CCN=C=NCCCN(C)C.[C:31]1([C:37]2[NH:41][N:40]=[C:39]([C:42]([NH:44][CH2:45][C:46]([OH:48])=O)=[O:43])[CH:38]=2)[CH:36]=[CH:35][CH:34]=[CH:33][CH:32]=1.Cl.[NH:50]1[CH2:53][CH:52]([O:54][C:55]2[CH:56]=[C:57]([CH:60]=[CH:61][C:62]=2[CH3:63])[C:58]#[N:59])[CH2:51]1.Cl.FC(F)(F)C1C=C(C=CC=1)OC1CNC1. (3) Given the product [CH2:18]([Sn:22]([CH2:47][CH2:48][CH2:49][CH3:50])([O:40][CH2:41][CH:42]([CH2:45][CH3:46])[CH2:43][CH3:44])[O:15][CH2:14][CH:13]([CH2:16][CH3:17])[CH2:11][CH3:12])[CH2:19][CH2:20][CH3:21], predict the reactants needed to synthesize it. The reactants are: C([Sn](=O)CCCC)CCC.[CH2:11]([CH:13]([CH2:16][CH3:17])[CH2:14][OH:15])[CH3:12].[CH2:18]([Sn:22]([CH2:47][CH2:48][CH2:49][CH3:50])([O:40][CH2:41][CH:42]([CH2:45][CH3:46])[CH2:43][CH3:44])O[Sn:22]([CH2:47][CH2:48][CH2:49][CH3:50])([CH2:18][CH2:19][CH2:20][CH3:21])[O:40][CH2:41][CH:42]([CH2:45][CH3:46])[CH2:43][CH3:44])[CH2:19][CH2:20][CH3:21]. (4) Given the product [Cl:1][C:2]1[CH:3]=[CH:4][C:5]([S:8]([N:11]2[CH2:16][CH2:15][C:14]3=[N:17][NH:18][CH:19]=[C:13]3[CH:12]2[CH:20]=[O:21])(=[O:9])=[O:10])=[CH:6][CH:7]=1, predict the reactants needed to synthesize it. The reactants are: [Cl:1][C:2]1[CH:7]=[CH:6][C:5]([S:8]([N:11]2[CH2:16][CH2:15][C:14]3=[N:17][NH:18][CH:19]=[C:13]3[CH:12]2[CH2:20][OH:21])(=[O:10])=[O:9])=[CH:4][CH:3]=1.C([O-])(O)=O.[Na+].CC(OI1(OC(C)=O)(OC(C)=O)OC(=O)C2C=CC=CC1=2)=O. (5) Given the product [CH3:16][N:17]([CH2:18][C:19]#[CH:20])[C:2]1[S:3][C:4]2[CH:10]=[C:9]([O:11][C:12]([F:15])([F:14])[F:13])[CH:8]=[CH:7][C:5]=2[N:6]=1, predict the reactants needed to synthesize it. The reactants are: Cl[C:2]1[S:3][C:4]2[CH:10]=[C:9]([O:11][C:12]([F:15])([F:14])[F:13])[CH:8]=[CH:7][C:5]=2[N:6]=1.[CH3:16][NH:17][CH2:18][C:19]#[CH:20]. (6) Given the product [CH3:1][O:2][C:3](=[O:21])[CH2:4][CH2:5][C:6]1[CH:11]=[CH:10][C:9]([O:12][C:13]2[CH:18]=[CH:17][CH:16]=[C:15]([O:29][C:26]3[CH:27]=[CH:28][C:23]([Cl:22])=[CH:24][C:25]=3[O:30][C:31]3[CH:36]=[CH:35][CH:34]=[CH:33][C:32]=3[F:37])[CH:14]=2)=[CH:8][C:7]=1[CH3:20], predict the reactants needed to synthesize it. The reactants are: [CH3:1][O:2][C:3](=[O:21])[CH2:4][CH2:5][C:6]1[CH:11]=[CH:10][C:9]([O:12][C:13]2[CH:18]=[CH:17][CH:16]=[C:15](Br)[CH:14]=2)=[CH:8][C:7]=1[CH3:20].[Cl:22][C:23]1[CH:28]=[CH:27][C:26]([OH:29])=[C:25]([O:30][C:31]2[CH:36]=[CH:35][CH:34]=[CH:33][C:32]=2[F:37])[CH:24]=1.CC(C)(C(=O)CC(=O)C(C)(C)C)C.C(=O)([O-])[O-].[Cs+].[Cs+]. (7) The reactants are: [Cl:1][C:2]1[CH:7]=[CH:6][CH:5]=[C:4]([Cl:8])[C:3]=1[C:9]1[NH:10][C:11]([OH:16])=[CH:12][C:13](=[O:15])[N:14]=1.C[Al](C)C.CCCCCC.[Cl-].[NH4+].ClC1C=CC=C(Cl)C=1[C:32]#[N:33].C(OCC)(=O)[CH2:40][C:41]([O:43]CC)=[O:42].C[O-:51].[Na+].CO. Given the product [Cl:1][C:2]1[CH:7]=[CH:6][CH:5]=[C:4]([Cl:8])[C:3]=1[C:9]1[NH:14][C:13](=[O:15])[C:12]([C:32]([NH:33][CH2:40][C:41]([OH:43])=[O:42])=[O:51])=[C:11]([OH:16])[N:10]=1, predict the reactants needed to synthesize it. (8) Given the product [ClH:1].[NH2:9][CH:6]1[CH2:7][CH2:8][C:3](=[O:2])[CH2:4][CH2:5]1, predict the reactants needed to synthesize it. The reactants are: [ClH:1].[O:2]=[C:3]1[CH2:8][CH2:7][CH:6]([NH:9]C(=O)OC(C)(C)C)[CH2:5][CH2:4]1. (9) Given the product [CH2:8]([O:12][C:13]1[N:21]=[C:20]2[C:16]([N:17]=[C:18]([O:22][CH3:23])[N:19]2[CH2:26][CH2:27][CH2:28][CH2:29][CH:30]2[CH2:35][CH2:34][O:33][C:32]([CH3:36])([CH3:37])[CH2:31]2)=[C:15]([NH2:24])[N:14]=1)[CH2:9][CH2:10][CH3:11], predict the reactants needed to synthesize it. The reactants are: FC(F)(F)C(O)=O.[CH2:8]([O:12][C:13]1[NH:14][C:15]([NH2:24])=[C:16]2[C:20]([N:21]=1)=[N:19][C:18]([O:22][CH3:23])=[N:17]2)[CH2:9][CH2:10][CH3:11].Br[CH2:26][CH2:27][CH2:28][CH2:29][CH:30]1[CH2:35][CH2:34][O:33][C:32]([CH3:37])([CH3:36])[CH2:31]1. (10) Given the product [CH3:22][C:21]1[C:16]([N:13]2[CH2:14][CH2:15][N:10]([C:8]([C:5]3[CH:6]=[CH:7][C:2]([N:36]4[CH:32]([CH3:31])[CH2:33][CH2:34][C:35]4=[O:37])=[CH:3][C:4]=3[N:24]3[CH2:28][CH2:27][CH2:26][S:25]3(=[O:30])=[O:29])=[O:9])[CH2:11][CH2:12]2)=[N:17][CH:18]=[C:19]([CH3:23])[CH:20]=1, predict the reactants needed to synthesize it. The reactants are: Br[C:2]1[CH:7]=[CH:6][C:5]([C:8]([N:10]2[CH2:15][CH2:14][N:13]([C:16]3[C:21]([CH3:22])=[CH:20][C:19]([CH3:23])=[CH:18][N:17]=3)[CH2:12][CH2:11]2)=[O:9])=[C:4]([N:24]2[CH2:28][CH2:27][CH2:26][S:25]2(=[O:30])=[O:29])[CH:3]=1.[CH3:31][CH:32]1[NH:36][C:35](=[O:37])[CH2:34][CH2:33]1.